This data is from Full USPTO retrosynthesis dataset with 1.9M reactions from patents (1976-2016). The task is: Predict the reactants needed to synthesize the given product. (1) Given the product [CH3:5][O:6][C:7]([C:9]1[C:10]([C:15]2[CH:20]=[CH:19][C:18]([CH2:21][NH:23][C:24]3[CH:29]=[CH:28][CH:27]=[CH:26][CH:25]=3)=[CH:17][CH:16]=2)=[CH:11][CH:12]=[CH:13][CH:14]=1)=[O:8], predict the reactants needed to synthesize it. The reactants are: C([BH3-])#N.[Na+].[CH3:5][O:6][C:7]([C:9]1[C:10]([C:15]2[CH:20]=[CH:19][C:18]([CH:21]=O)=[CH:17][CH:16]=2)=[CH:11][CH:12]=[CH:13][CH:14]=1)=[O:8].[NH2:23][C:24]1[CH:29]=[CH:28][CH:27]=[CH:26][CH:25]=1. (2) Given the product [CH:21]([O:24][C:25]1[CH:33]=[CH:32][C:31]([S:34]([CH3:37])(=[O:36])=[O:35])=[CH:30][C:26]=1[C:27]([N:17]1[CH2:16][CH2:15][C:14]2[C:19](=[CH:20][C:11]([S:8]([N:5]3[CH2:6][CH2:7][N:2]([CH3:1])[CH2:3][CH2:4]3)(=[O:10])=[O:9])=[CH:12][CH:13]=2)[CH2:18]1)=[O:28])([CH3:23])[CH3:22], predict the reactants needed to synthesize it. The reactants are: [CH3:1][N:2]1[CH2:7][CH2:6][N:5]([S:8]([C:11]2[CH:20]=[C:19]3[C:14]([CH2:15][CH2:16][NH:17][CH2:18]3)=[CH:13][CH:12]=2)(=[O:10])=[O:9])[CH2:4][CH2:3]1.[CH:21]([O:24][C:25]1[CH:33]=[CH:32][C:31]([S:34]([CH3:37])(=[O:36])=[O:35])=[CH:30][C:26]=1[C:27](O)=[O:28])([CH3:23])[CH3:22]. (3) The reactants are: [Cl:1][C:2]1[N:7]=[CH:6][N:5]=[C:4]([C:8](Cl)=[O:9])[CH:3]=1.[O:11]=[C:12]1[CH:20]=[C:19]2[C:14]([CH:15]=[CH:16][CH:17]=[CH:18]2)=[N:13]1.[Cl-].[Cl-].[Cl-].[Al+3]. Given the product [Cl:1][C:2]1[N:7]=[CH:6][N:5]=[C:4]([C:8]([C:17]2[CH:18]=[C:19]3[C:14](=[CH:15][CH:16]=2)[NH:13][C:12](=[O:11])[CH2:20]3)=[O:9])[CH:3]=1, predict the reactants needed to synthesize it. (4) Given the product [O:1]=[C:2]1[C:11]2[C:6](=[CH:7][CH:8]=[CH:9][CH:10]=2)[C:5]2[CH2:12][C:13]3[CH:14]=[C:15]([NH:19][S:31]([CH2:30][CH2:29][CH2:28][Cl:27])(=[O:33])=[O:32])[CH:16]=[CH:17][C:18]=3[C:4]=2[NH:3]1, predict the reactants needed to synthesize it. The reactants are: [O:1]=[C:2]1[C:11]2[C:6](=[CH:7][CH:8]=[CH:9][CH:10]=2)[C:5]2[CH2:12][C:13]3[CH:14]=[C:15]([NH2:19])[CH:16]=[CH:17][C:18]=3[C:4]=2[NH:3]1.C(N(CC)CC)C.[Cl:27][CH2:28][CH2:29][CH2:30][S:31](Cl)(=[O:33])=[O:32]. (5) Given the product [C:1]1(=[O:8])[NH:7][CH2:6][CH2:5][CH2:4][CH2:3][CH2:2]1.[C:10]1(=[N:9][OH:8])[CH2:15][CH2:14][CH2:13][CH2:12][CH2:11]1, predict the reactants needed to synthesize it. The reactants are: [C:1]1(=[O:8])[NH:7][CH2:6][CH2:5][CH2:4][CH2:3][CH2:2]1.[NH2:9][CH2:10][CH2:11][CH2:12][CH2:13][CH2:14][C:15](O)=O. (6) Given the product [F:31][C:30]([F:33])([F:32])[C:34]([OH:36])=[O:35].[Cl:25][C:15]1[C:14]2[C:19](=[CH:20][C:11]([C:9]([NH:8][CH:7]([C:6]([OH:29])=[O:5])[CH:26]([CH3:28])[CH3:27])=[O:10])=[CH:12][CH:13]=2)[C:18]([NH:21][C:22]([NH2:24])=[NH:23])=[N:17][CH:16]=1, predict the reactants needed to synthesize it. The reactants are: C([O:5][C:6](=[O:29])[CH:7]([CH:26]([CH3:28])[CH3:27])[NH:8][C:9]([C:11]1[CH:20]=[C:19]2[C:14]([C:15]([Cl:25])=[CH:16][N:17]=[C:18]2[NH:21][C:22]([NH2:24])=[NH:23])=[CH:13][CH:12]=1)=[O:10])(C)(C)C.[C:30]([C:34]([OH:36])=[O:35])([F:33])([F:32])[F:31]. (7) Given the product [Cl:1][C:2]1[C:3]([F:10])=[N:4][CH:5]=[CH:6][C:7]=1[CH:8]([OH:9])[CH3:11], predict the reactants needed to synthesize it. The reactants are: [Cl:1][C:2]1[C:3]([F:10])=[N:4][CH:5]=[CH:6][C:7]=1[CH:8]=[O:9].[CH3:11][Mg]Br.[Cl-].[NH4+]. (8) Given the product [ClH:1].[OH:31][CH:32]([CH2:47][O:48][C:49]1[CH:50]=[CH:51][CH:52]=[C:53]([C:4]#[N:5])[CH:54]=1)[CH2:33][NH:34][C:35]([CH3:46])([CH3:45])[CH2:36][C:37]1[CH:38]=[CH:39][C:40]([O:43][CH3:44])=[CH:41][CH:42]=1, predict the reactants needed to synthesize it. The reactants are: [ClH:1].O[C@H](COC1C=CC(C(C)(C)C)=CC=1)[CH2:4][NH:5]C(C)(C)CC1C=CC(OC)=CC=1.Cl.[OH:31][CH:32]([CH2:47][O:48][C:49]1[CH:54]=[CH:53][C:52](OC)=[CH:51][CH:50]=1)[CH2:33][NH:34][C:35]([CH3:46])([CH3:45])[CH2:36][C:37]1[CH:42]=[CH:41][C:40]([O:43][CH3:44])=[CH:39][CH:38]=1. (9) Given the product [Br:1][C:2]1[CH:3]=[C:4]([C:28]([OH:30])=[O:29])[C:5]2[O:14][C:13]3[CH2:12][CH2:11][N:10]([C:15]([O:17][C:18]([CH3:21])([CH3:20])[CH3:19])=[O:16])[CH2:9][C:8]=3[C:6]=2[CH:7]=1, predict the reactants needed to synthesize it. The reactants are: [Br:1][C:2]1[CH:3]=[C:4](I)[C:5]2[O:14][C:13]3[CH2:12][CH2:11][N:10]([C:15]([O:17][C:18]([CH3:21])([CH3:20])[CH3:19])=[O:16])[CH2:9][C:8]=3[C:6]=2[CH:7]=1.C([Mg]Cl)(C)C.[C:28](=[O:30])=[O:29].